From a dataset of Catalyst prediction with 721,799 reactions and 888 catalyst types from USPTO. Predict which catalyst facilitates the given reaction. (1) Reactant: [CH3:1][O:2][C:3]1[CH:4]=[CH:5][C:6]2[CH2:12][CH2:11][CH2:10][C:9](=O)[NH:8][C:7]=2[CH:14]=1.[H-].[Al+3].[Li+].[H-].[H-].[H-]. Product: [CH3:1][O:2][C:3]1[CH:4]=[CH:5][C:6]2[CH2:12][CH2:11][CH2:10][CH2:9][NH:8][C:7]=2[CH:14]=1. The catalyst class is: 1. (2) Reactant: CS(O[CH2:6][C@H:7]1[N:14]([S:15]([C:18]2[CH:19]=[CH:20][CH:21]=[C:22]3[C:27]=2[N:26]=[CH:25][CH:24]=[CH:23]3)(=[O:17])=[O:16])[CH2:13][C:12]2[CH:28]=[CH:29][CH:30]=[CH:31][C:11]=2[CH2:10][O:9][CH2:8]1)(=O)=O.CS(C)=O.C([O-])([O-])=O.[Cs+].[Cs+].[NH:42]1[CH:46]=[CH:45][CH:44]=[N:43]1. Product: [N:42]1([CH2:6][C@H:7]2[N:14]([S:15]([C:18]3[CH:19]=[CH:20][CH:21]=[C:22]4[C:27]=3[N:26]=[CH:25][CH:24]=[CH:23]4)(=[O:16])=[O:17])[CH2:13][C:12]3[CH:28]=[CH:29][CH:30]=[CH:31][C:11]=3[CH2:10][O:9][CH2:8]2)[CH:46]=[CH:45][CH:44]=[N:43]1. The catalyst class is: 425. (3) Reactant: [CH:1]1[C:9]2[C:8]3[CH2:10][CH2:11][CH2:12][CH2:13][CH2:14][CH2:15][C:7]=3[O:6][C:5]=2[CH:4]=[CH:3][C:2]=1[NH2:16].[CH3:17][C:18]([CH3:23])([CH3:22])[C:19](Cl)=[O:20]. Product: [CH3:17][C:18]([CH3:23])([CH3:22])[C:19]([NH:16][C:2]1[CH:3]=[CH:4][C:5]2[O:6][C:7]3[CH2:15][CH2:14][CH2:13][CH2:12][CH2:11][CH2:10][C:8]=3[C:9]=2[CH:1]=1)=[O:20]. The catalyst class is: 17. (4) Reactant: [Cl:1][C:2]1[CH:7]=[CH:6][C:5]([C:8](=[NH:20])[NH:9][C:10]2[CH:15]=[CH:14][C:13]([S:16]([CH3:19])(=[O:18])=[O:17])=[CH:12][CH:11]=2)=[CH:4][CH:3]=1.C(=O)(O)[O-].[Na+].[F:26][C:27]1[CH:28]=[C:29]([CH:34]=[CH:35][CH:36]=1)[C:30](=O)[CH2:31]Br. Product: [Cl:1][C:2]1[CH:3]=[CH:4][C:5]([C:8]2[N:9]([C:10]3[CH:15]=[CH:14][C:13]([S:16]([CH3:19])(=[O:17])=[O:18])=[CH:12][CH:11]=3)[CH:31]=[C:30]([C:29]3[CH:34]=[CH:35][CH:36]=[C:27]([F:26])[CH:28]=3)[N:20]=2)=[CH:6][CH:7]=1. The catalyst class is: 32. (5) Product: [CH3:18][C@H:17]1[CH2:23][C@@H:22]([OH:25])[C@H:14]([CH:13]([CH3:19])[CH3:12])[CH2:15][CH2:16]1. Reactant: C1(CCC(O)C)C=CC=CC=1.[CH2:12]1[CH:17]2[CH:18]3[NH+]([O-])[CH:15]([CH2:16]2)[CH2:14][CH:13]1[CH2:19]3.[C:22]([OH:25])(=O)[CH3:23].CC(OC(/N=N/C(OC(C)C)=O)=O)C.C(=O)([O-])[O-].[Na+].[Na+]. The catalyst class is: 4. (6) Reactant: C([O:8][C:9]1[CH:43]=[CH:42][C:12]([C:13]([O:15][C@H:16]([C:27]2[CH:32]=[CH:31][C:30]([O:33][CH:34]([F:36])[F:35])=[C:29]([O:37][CH2:38][CH:39]3[CH2:41][CH2:40]3)[CH:28]=2)[CH2:17][C:18]2[C:23]([Cl:24])=[CH:22][N+:21]([O-:25])=[CH:20][C:19]=2[Cl:26])=[O:14])=[CH:11][C:10]=1[O:44][S:45]([CH3:48])(=[O:47])=[O:46])C1C=CC=CC=1. Product: [Cl:26][C:19]1[CH:20]=[N+:21]([O-:25])[CH:22]=[C:23]([Cl:24])[C:18]=1[CH2:17][C@@H:16]([C:27]1[CH:32]=[CH:31][C:30]([O:33][CH:34]([F:35])[F:36])=[C:29]([O:37][CH2:38][CH:39]2[CH2:41][CH2:40]2)[CH:28]=1)[O:15][C:13](=[O:14])[C:12]1[CH:42]=[CH:43][C:9]([OH:8])=[C:10]([O:44][S:45]([CH3:48])(=[O:47])=[O:46])[CH:11]=1. The catalyst class is: 13. (7) Reactant: [Br:1]Br.[O:3]=[C:4]1[CH:13]=[CH:12][C:11]2[C:6](=[CH:7][C:8]([CH:14]3[CH2:19][CH2:18][N:17]([C:20]([O:22][C:23]([CH3:26])([CH3:25])[CH3:24])=[O:21])[CH2:16][CH2:15]3)=[CH:9][CH:10]=2)[O:5]1.C([O-])(=O)C.[Na+]. Product: [Br:1][C:13]1[C:4](=[O:3])[O:5][C:6]2[C:11]([CH:12]=1)=[CH:10][CH:9]=[C:8]([CH:14]1[CH2:15][CH2:16][N:17]([C:20]([O:22][C:23]([CH3:26])([CH3:25])[CH3:24])=[O:21])[CH2:18][CH2:19]1)[CH:7]=2. The catalyst class is: 86. (8) Reactant: [CH3:1][C@@H:2]1[CH2:7][CH2:6][NH:5][CH2:4][C@H:3]1[NH:8][P:9](=[O:16])([O:13][CH2:14][CH3:15])[O:10][CH2:11][CH3:12].[CH:17](=O)[C:18]1[CH:23]=[CH:22][CH:21]=[CH:20][CH:19]=1.C(O)(=O)C.[BH3-]C#N.[Na+]. Product: [CH2:17]([N:5]1[CH2:6][CH2:7][C@@H:2]([CH3:1])[C@H:3]([NH:8][P:9](=[O:16])([O:13][CH2:14][CH3:15])[O:10][CH2:11][CH3:12])[CH2:4]1)[C:18]1[CH:23]=[CH:22][CH:21]=[CH:20][CH:19]=1. The catalyst class is: 5.